Predict the reactants needed to synthesize the given product. From a dataset of Full USPTO retrosynthesis dataset with 1.9M reactions from patents (1976-2016). (1) Given the product [F:1][C:2]1[CH:9]=[CH:8][C:5]([CH2:6][O:22][C:23]2[C:24]([Cl:36])=[CH:25][C:26]3[CH:27]([CH3:35])[CH:28]4[CH2:32][NH:31][CH2:30][CH:29]4[C:33]=3[CH:34]=2)=[CH:4][CH:3]=1, predict the reactants needed to synthesize it. The reactants are: [F:1][C:2]1[CH:9]=[CH:8][C:5]([CH2:6]Br)=[CH:4][CH:3]=1.C(=O)([O-])[O-].[K+].[K+].C(NC(=O)[O-])C.[OH:22][C:23]1[C:24]([Cl:36])=[CH:25][C:26]2[CH:27]([CH3:35])[CH:28]3[CH2:32][NH:31][CH2:30][CH:29]3[C:33]=2[CH:34]=1. (2) Given the product [CH:41]1([C:45]2[O:49][N:48]=[C:47]([CH2:50][O:51][C:52]3[C:53]([CH3:59])=[CH:54][CH:55]=[CH:56][C:57]=3[CH3:58])[C:46]=2[CH2:60][O:1][C:2]2[CH:3]=[CH:4][C:5]([C:8]3[CH:17]=[C:16]4[C:11]([CH:12]=[C:13]([C:18]([O:20][CH3:21])=[O:19])[N:14]=[CH:15]4)=[CH:10][CH:9]=3)=[CH:6][CH:7]=2)[CH2:42][CH2:43][CH2:44]1, predict the reactants needed to synthesize it. The reactants are: [OH:1][C:2]1[CH:7]=[CH:6][C:5]([C:8]2[CH:17]=[C:16]3[C:11]([CH:12]=[C:13]([C:18]([O:20][CH3:21])=[O:19])[N:14]=[CH:15]3)=[CH:10][CH:9]=2)=[CH:4][CH:3]=1.C1(P(C2C=CC=CC=2)C2C=CC=CC=2)C=CC=CC=1.[CH:41]1([C:45]2[O:49][N:48]=[C:47]([CH2:50][O:51][C:52]3[C:57]([CH3:58])=[CH:56][CH:55]=[CH:54][C:53]=3[CH3:59])[C:46]=2[CH2:60]O)[CH2:44][CH2:43][CH2:42]1.N(C(OC(C)C)=O)=NC(OC(C)C)=O. (3) Given the product [CH:1]1([NH:7][C:8]2[C:9]3[CH:28]=[N:27][N:26]([CH2:30][CH3:31])[C:10]=3[N:11]=[CH:12][C:13]=2[C:14]2[CH2:18][C:17]3([CH2:23][CH2:22][CH:21]([C:24]4[NH:34][N:33]=[N:32][N:25]=4)[CH2:20][CH2:19]3)[O:16][N:15]=2)[CH2:2][CH2:3][CH2:4][CH2:5][CH2:6]1, predict the reactants needed to synthesize it. The reactants are: [CH:1]1([NH:7][C:8]2[C:13]([C:14]3[CH2:18][C:17]4([CH2:23][CH2:22][CH:21]([C:24]#[N:25])[CH2:20][CH2:19]4)[O:16][N:15]=3)=[CH:12][N:11]=[C:10]3[N:26]([CH2:30][CH3:31])[N:27]=[C:28](C)[C:9]=23)[CH2:6][CH2:5][CH2:4][CH2:3][CH2:2]1.[N-:32]=[N+:33]=[N-:34].[Na+].Cl.C(N(CC)CC)C. (4) Given the product [NH3:8].[CH3:9][OH:10].[OH:10][CH2:9][CH:3]1[CH2:4][CH:5]2[N:8]([C:17]([C:16]3[CH:20]=[C:12]([CH3:11])[CH:13]=[CH:14][C:15]=3[N:21]3[N:25]=[CH:24][CH:23]=[N:22]3)=[O:18])[CH:2]1[CH2:7][CH2:6]2, predict the reactants needed to synthesize it. The reactants are: Cl.[CH:2]12[NH:8][CH:5]([CH2:6][CH2:7]1)[CH2:4][CH:3]2[CH2:9][OH:10].[CH3:11][C:12]1[CH:13]=[CH:14][C:15]([N:21]2[N:25]=[CH:24][CH:23]=[N:22]2)=[C:16]([CH:20]=1)[C:17](O)=[O:18].CN(C(ON1N=NC2C=CC=NC1=2)=[N+](C)C)C.F[P-](F)(F)(F)(F)F.O. (5) Given the product [OH:31][CH2:28][C:29]#[C:30][C:2]1[CH:7]=[CH:6][C:5]([S:8]([NH:11][CH2:12][C:13]2[CH:27]=[CH:26][C:16]([C:17]([NH:19][C:20]3[CH:21]=[N:22][CH:23]=[CH:24][CH:25]=3)=[O:18])=[CH:15][CH:14]=2)(=[O:10])=[O:9])=[CH:4][CH:3]=1, predict the reactants needed to synthesize it. The reactants are: I[C:2]1[CH:7]=[CH:6][C:5]([S:8]([NH:11][CH2:12][C:13]2[CH:27]=[CH:26][C:16]([C:17]([NH:19][C:20]3[CH:21]=[N:22][CH:23]=[CH:24][CH:25]=3)=[O:18])=[CH:15][CH:14]=2)(=[O:10])=[O:9])=[CH:4][CH:3]=1.[CH2:28]([OH:31])[C:29]#[CH:30]. (6) Given the product [CH3:42][C@H:38]([O:37][C:35]1[N:34]=[C:33]2[C:29]([N:30]=[C:31]([O:61][CH3:62])[N:32]2[CH2:43][CH2:44][CH:45]2[CH2:46][CH2:47][NH:48][CH2:49][CH2:50]2)=[C:28]([NH2:27])[N:36]=1)[CH2:39][CH2:40][CH3:41], predict the reactants needed to synthesize it. The reactants are: C(OC1N=C2C(N=C(OC)N2CCCC2CCCCN2)=C(N)N=1)CCC.[NH2:27][C:28]1[N:36]=[C:35]([O:37][C@@H:38]([CH3:42])[CH2:39][CH2:40][CH3:41])[N:34]=[C:33]2[C:29]=1[N:30]=[C:31]([O:61][CH3:62])[N:32]2[CH2:43][CH2:44][CH:45]1[CH2:50][CH2:49][N:48](C(OCC2C=CC=CC=2)=O)[CH2:47][CH2:46]1.